Dataset: Experimentally validated miRNA-target interactions with 360,000+ pairs, plus equal number of negative samples. Task: Binary Classification. Given a miRNA mature sequence and a target amino acid sequence, predict their likelihood of interaction. The miRNA is hsa-miR-6861-3p with sequence UGGACCUCUCCUCCCCAG. The protein sequence of the target gene is MGSRKCGGCLSCLLIPLALWSIIVNILLYFPNGQTSYASSNKLTNYVWYFEGICFSGIMMLIVTTVLLVLENNNNYKCCQSENCSKKYVTLLSIIFSSLGIAFSGYCLVISALGLVQGPYCRTLDGWEYAFEGTAGRFLTDSSIWIQCLEPAHVVEWNIILFSILITLSGLQVIICLIRVVMQLSKILCGSYSVIFQPGII. Result: 1 (interaction).